The task is: Predict the reactants needed to synthesize the given product.. This data is from Full USPTO retrosynthesis dataset with 1.9M reactions from patents (1976-2016). (1) Given the product [CH2:39]([C:22]1[C:21]([OH:41])=[C:10]([C:11]([OH:13])=[O:12])[C:9](=[O:8])[NH:24][C:23]=1[C:25]1[CH:33]=[C:32]2[C:28]([C:29]3[CH2:37][CH2:36][N:35]([CH3:38])[CH2:34][C:30]=3[NH:31]2)=[CH:27][CH:26]=1)[CH3:40], predict the reactants needed to synthesize it. The reactants are: C([O:8][C:9]1[N:24]=[C:23]([C:25]2[CH:33]=[C:32]3[C:28]([C:29]4[CH2:37][CH2:36][N:35]([CH3:38])[CH2:34][C:30]=4[NH:31]3)=[CH:27][CH:26]=2)[C:22]([CH2:39][CH3:40])=[C:21]([O:41]CC2C=CC=CC=2)[C:10]=1[C:11]([O:13]CC1C=CC=CC=1)=[O:12])C1C=CC=CC=1.C(Cl)Cl.[SiH](C(C)C)(C(C)C)C(C)C. (2) Given the product [O:12]=[C:11]1[NH:10][C:9]2[CH:8]=[CH:7][C:4]([C:5]#[N:6])=[CH:3][C:2]=2[NH:1]1, predict the reactants needed to synthesize it. The reactants are: [NH2:1][C:2]1[CH:3]=[C:4]([CH:7]=[CH:8][C:9]=1[NH2:10])[C:5]#[N:6].[C:11](N1C=CN=C1)(N1C=CN=C1)=[O:12].